From a dataset of Reaction yield outcomes from USPTO patents with 853,638 reactions. Predict the reaction yield, written as a fraction of the theoretical maximum amount of product (1.0 means a 100% yield; for example, 0.34 means a 34% yield). (1) The reactants are CN(C)CCN(C)C.[Li][CH2:10][CH2:11][CH2:12][CH3:13].[CH3:14][O:15][C:16]1[CH:21]=[CH:20][C:19]([C:22]([F:25])([F:24])[F:23])=[CH:18][CH:17]=1.C1(CBr)CC1. The catalyst is C1COCC1. The yield is 0.330. The product is [CH:12]1([CH2:13][C:17]2[CH:18]=[C:19]([C:22]([F:23])([F:24])[F:25])[CH:20]=[CH:21][C:16]=2[O:15][CH3:14])[CH2:10][CH2:11]1. (2) The reactants are [Cl:1][C:2]1[CH:19]=[CH:18][C:5]2[N:6]3[CH:17]=[CH:16][CH:15]=[C:7]3[C:8]3([CH2:14][CH2:13][NH:12][CH2:11][CH2:10]3)[O:9][C:4]=2[CH:3]=1.CCN(CC)CC.[F:27][C:28]([F:39])([F:38])[C:29](O[C:29](=[O:30])[C:28]([F:39])([F:38])[F:27])=[O:30]. The catalyst is C1COCC1.CN(C1C=CN=CC=1)C. The product is [Cl:1][C:2]1[CH:19]=[CH:18][C:5]2[N:6]3[CH:17]=[CH:16][CH:15]=[C:7]3[C:8]3([CH2:10][CH2:11][N:12]([C:29](=[O:30])[C:28]([F:39])([F:38])[F:27])[CH2:13][CH2:14]3)[O:9][C:4]=2[CH:3]=1. The yield is 0.850. (3) The reactants are [O:1]1[CH2:5][CH2:4][CH2:3][CH2:2]1.B.CC(=C(C)C)C.C=C1C[C@@H:17]2[CH2:18][N:19]([C:21]([O:23][C:24]([CH3:27])([CH3:26])[CH3:25])=[O:22])[CH2:20][C@@H:16]2C1.[OH-].[Na+].OO. The catalyst is O1CCCC1. The product is [OH:1][CH2:5][CH:4]1[CH2:16][C@@H:17]2[CH2:18][N:19]([C:21]([O:23][C:24]([CH3:27])([CH3:26])[CH3:25])=[O:22])[CH2:20][C@@H:2]2[CH2:3]1. The yield is 0.950.